Dataset: Forward reaction prediction with 1.9M reactions from USPTO patents (1976-2016). Task: Predict the product of the given reaction. (1) The product is: [CH3:19][O:20][C:3]1[CH:8]=[CH:7][C:6]([C:9]2[N:10]=[C:11]([NH2:14])[S:12][CH:13]=2)=[CH:5][CH:4]=1. Given the reactants FC(F)(F)[C:3]1[CH:8]=[CH:7][C:6]([C:9]2[N:10]=[C:11]([NH2:14])[S:12][CH:13]=2)=[CH:5][CH:4]=1.BrC[C:19](C1C=CC(C(F)(F)F)=CC=1)=[O:20], predict the reaction product. (2) The product is: [CH:9]1[C:10]2[C:15](=[CH:14][CH:13]=[CH:12][CH:11]=2)[CH:16]=[CH:17][C:8]=1[C:5]1[CH:4]=[N:3][C:2]([N:23]2[CH2:24][CH2:25][CH:20]([CH2:19][NH2:18])[CH2:21][CH2:22]2)=[N:7][CH:6]=1. Given the reactants Cl[C:2]1[N:7]=[CH:6][C:5]([C:8]2[CH:17]=[CH:16][C:15]3[C:10](=[CH:11][CH:12]=[CH:13][CH:14]=3)[CH:9]=2)=[CH:4][N:3]=1.[NH2:18][CH2:19][CH:20]1[CH2:25][CH2:24][NH:23][CH2:22][CH2:21]1, predict the reaction product.